From a dataset of M1 muscarinic receptor agonist screen with 61,833 compounds. Binary Classification. Given a drug SMILES string, predict its activity (active/inactive) in a high-throughput screening assay against a specified biological target. (1) The compound is S(CC(=O)NC1CC1)c1n(c(nn1)C(F)(F)F)C. The result is 0 (inactive). (2) The molecule is Clc1cc(N2CCN(CC2)Cc2n(CCCc3ccccc3)c3c(n2)n(c(=O)[nH]c3=O)C)ccc1. The result is 0 (inactive). (3) The molecule is S(c1n2c(n(CCC)c(=O)c3c2cccc3)nn1)CCOc1ccc(OC)cc1. The result is 0 (inactive). (4) The molecule is [O-][n+]1c2c(n(c1c1ccccc1)C)/C(=N\O)CCC2. The result is 0 (inactive). (5) The result is 0 (inactive). The drug is Clc1c(c2noc(c2C(=O)Nc2n(nc3c2CSC3)c2c(cccc2)C)C)cccc1. (6) The drug is Clc1ccc(S(=O)(=O)C2(CC2)C(=O)Nc2cc3OCOc3cc2)cc1. The result is 0 (inactive). (7) The molecule is O=C(NCc1cc2OCOc2cc1)CN1CCCc2c1cccc2. The result is 0 (inactive). (8) The molecule is Brc1c(C(=O)Nc2oc(nn2)c2ccc(Cl)cc2)cccc1. The result is 0 (inactive).